This data is from Full USPTO retrosynthesis dataset with 1.9M reactions from patents (1976-2016). The task is: Predict the reactants needed to synthesize the given product. (1) Given the product [N:19]12[CH2:24][CH2:23][CH:22]([CH2:21][CH2:20]1)[C@@H:17]([NH:16][C:11]([C:8]1[O:9][C:10]3[C:2]([Br:1])=[CH:3][CH:4]=[CH:5][C:6]=3[CH:7]=1)=[O:13])[CH2:18]2, predict the reactants needed to synthesize it. The reactants are: [Br:1][C:2]1[C:10]2[O:9][C:8]([C:11]([OH:13])=O)=[CH:7][C:6]=2[CH:5]=[CH:4][CH:3]=1.Cl.Cl.[NH2:16][C@@H:17]1[CH:22]2[CH2:23][CH2:24][N:19]([CH2:20][CH2:21]2)[CH2:18]1.CN(C(ON1N=NC2C=CC=NC1=2)=[N+](C)C)C.F[P-](F)(F)(F)(F)F.C(N(CC)C(C)C)(C)C. (2) Given the product [CH:1]1([C:4]([N:6]2[CH2:10][CH2:9][C@@H:8]([CH2:11][N:12]3[C:13]4[CH:18]=[C:17]([CH3:19])[CH:16]=[CH:15][C:14]=4[N:20]=[C:32]3[C:31]3[CH:30]=[CH:29][C:28]([C:24]4[CH:25]=[CH:26][CH:27]=[C:22]([OH:21])[CH:23]=4)=[CH:35][CH:34]=3)[CH2:7]2)=[O:5])[CH2:3][CH2:2]1, predict the reactants needed to synthesize it. The reactants are: [CH:1]1([C:4]([N:6]2[CH2:10][CH2:9][C@@H:8]([CH2:11][NH:12][C:13]3[C:14]([NH2:20])=[CH:15][CH:16]=[C:17]([CH3:19])[CH:18]=3)[CH2:7]2)=[O:5])[CH2:3][CH2:2]1.[OH:21][C:22]1[CH:23]=[C:24]([C:28]2[CH:35]=[CH:34][C:31]([CH:32]=O)=[CH:30][CH:29]=2)[CH:25]=[CH:26][CH:27]=1.OOS([O-])=O.[K+].C([O-])([O-])=O.[K+].[K+]. (3) Given the product [CH3:1][O:2][C:3]([NH:5][C@@H:6]([CH:22]([CH3:24])[CH3:23])[C:7]([N:9]1[C@H:17]([C:18]([OH:20])=[O:19])[CH2:16][C:11]2([O:15][CH2:14][CH2:13][O:12]2)[CH2:10]1)=[O:8])=[O:4], predict the reactants needed to synthesize it. The reactants are: [CH3:1][O:2][C:3]([NH:5][C@@H:6]([CH:22]([CH3:24])[CH3:23])[C:7]([N:9]1[C@H:17]([C:18]([O:20]C)=[O:19])[CH2:16][C:11]2([O:15][CH2:14][CH2:13][O:12]2)[CH2:10]1)=[O:8])=[O:4].C(O)(C)(C)C.[Li+].[OH-].Cl. (4) Given the product [Cl:47][C:43]1[CH:44]=[C:45]2[C:40](=[CH:41][CH:42]=1)[NH:39][C:38]([C:36]([NH:35][C@@H:28]([C@H:27]([NH:48][C:49]([C:51]1[S:52][C:53]3[CH2:54][N:55]([CH3:60])[CH2:56][CH2:57][C:58]=3[N:59]=1)=[O:50])[CH2:26][OH:25])[CH2:29][C:30]([O:32][CH2:33][CH3:34])=[O:31])=[O:37])=[CH:46]2, predict the reactants needed to synthesize it. The reactants are: N1C=CC=CC=1.F.[Si]([O:25][CH2:26][C@@H:27]([NH:48][C:49]([C:51]1[S:52][C:53]2[CH2:54][N:55]([CH3:60])[CH2:56][CH2:57][C:58]=2[N:59]=1)=[O:50])[C@H:28]([NH:35][C:36]([C:38]1[NH:39][C:40]2[C:45]([CH:46]=1)=[CH:44][C:43]([Cl:47])=[CH:42][CH:41]=2)=[O:37])[CH2:29][C:30]([O:32][CH2:33][CH3:34])=[O:31])(C(C)(C)C)(C1C=CC=CC=1)C1C=CC=CC=1.N1C=CC=CC=1. (5) The reactants are: [C:1](OC(=O)C)(=[O:3])[CH3:2].[CH2:8]([O:15][C:16]([N:18]1[CH2:23][CH:22]([O:24][CH2:25][C:26]2[CH:27]=[CH:28][C:29]3[O:34][CH2:33][CH2:32][N:31]([CH2:35][CH2:36][CH2:37][O:38][CH3:39])[C:30]=3[CH:40]=2)[CH:21]([C:41]2[CH:46]=[CH:45][C:44]([O:47][CH3:48])=[CH:43][CH:42]=2)[CH:20]([OH:49])[CH2:19]1)=[O:17])[C:9]1[CH:14]=[CH:13][CH:12]=[CH:11][CH:10]=1.C(N(CC)CC)C. Given the product [CH2:8]([O:15][C:16]([N:18]1[CH2:23][CH:22]([O:24][CH2:25][C:26]2[CH:27]=[CH:28][C:29]3[O:34][CH2:33][CH2:32][N:31]([CH2:35][CH2:36][CH2:37][O:38][CH3:39])[C:30]=3[CH:40]=2)[CH:21]([C:41]2[CH:46]=[CH:45][C:44]([O:47][CH3:48])=[CH:43][CH:42]=2)[CH:20]([O:49][C:1](=[O:3])[CH3:2])[CH2:19]1)=[O:17])[C:9]1[CH:14]=[CH:13][CH:12]=[CH:11][CH:10]=1, predict the reactants needed to synthesize it. (6) The reactants are: [CH:1]1([C:4]2[CH:9]=[C:8]([C:10]#[CH:11])[CH:7]=[CH:6][C:5]=2[O:12][CH:13]([F:15])[F:14])[CH2:3][CH2:2]1.Br[C:17]1[CH:22]=[CH:21][C:20]([F:23])=[C:19]([O:24][CH2:25][CH2:26][CH2:27][F:28])[CH:18]=1.N#N. Given the product [CH:1]1([C:4]2[CH:9]=[C:8]([C:10]#[C:11][C:17]3[CH:22]=[CH:21][C:20]([F:23])=[C:19]([O:24][CH2:25][CH2:26][CH2:27][F:28])[CH:18]=3)[CH:7]=[CH:6][C:5]=2[O:12][CH:13]([F:14])[F:15])[CH2:3][CH2:2]1, predict the reactants needed to synthesize it. (7) Given the product [CH3:1][O:2][C:3]1[CH:8]=[CH:7][C:6]([C:9]2[CH:14]=[CH:13][N:12]=[C:11]3[NH:15][C:22]([C:18]4[NH:17][CH:21]=[CH:20][CH:19]=4)=[N:16][C:10]=23)=[CH:5][CH:4]=1, predict the reactants needed to synthesize it. The reactants are: [CH3:1][O:2][C:3]1[CH:8]=[CH:7][C:6]([C:9]2[CH:14]=[CH:13][N:12]=[C:11]([NH2:15])[C:10]=2[NH2:16])=[CH:5][CH:4]=1.[NH:17]1[CH:21]=[CH:20][CH:19]=[C:18]1[C:22](O)=O. (8) Given the product [C:52]([O:51][C:49]([N:41]([C:42]([O:44][C:45]([CH3:46])([CH3:47])[CH3:48])=[O:43])[C:37]1[C:38]2[C:33](=[CH:32][C:31]([NH:30][CH:58]([C:23]3[CH:24]=[CH:25][C:20]([CH2:19][CH2:18][O:17][C:15](=[O:16])[NH:14][C:5]4[CH:6]=[CH:7][C:8]([S:9]([CH2:12][CH3:13])(=[O:11])=[O:10])=[C:3]([C:1]#[N:2])[CH:4]=4)=[C:21]([CH3:29])[CH:22]=3)[C:57]([OH:61])=[O:60])=[CH:40][CH:39]=2)[CH:34]=[CH:35][N:36]=1)=[O:50])([CH3:55])([CH3:54])[CH3:53], predict the reactants needed to synthesize it. The reactants are: [C:1]([C:3]1[CH:4]=[C:5]([NH:14][C:15]([O:17][CH2:18][CH2:19][C:20]2[CH:25]=[CH:24][C:23](B(O)O)=[CH:22][C:21]=2[CH3:29])=[O:16])[CH:6]=[CH:7][C:8]=1[S:9]([CH2:12][CH3:13])(=[O:11])=[O:10])#[N:2].[NH2:30][C:31]1[CH:32]=[C:33]2[C:38](=[CH:39][CH:40]=1)[C:37]([N:41]([C:49]([O:51][C:52]([CH3:55])([CH3:54])[CH3:53])=[O:50])[C:42]([O:44][C:45]([CH3:48])([CH3:47])[CH3:46])=[O:43])=[N:36][CH:35]=[CH:34]2.O.[C:57]([OH:61])(=[O:60])[CH:58]=O. (9) Given the product [Cl:29][C:30]1[CH:31]=[CH:32][C:33]([C:36]([OH:44])([C:38]#[CH:39])[CH3:37])=[N:34][CH:35]=1, predict the reactants needed to synthesize it. The reactants are: [Li]C(CC)C.BrC1C=CC(Cl)=CN=1.C[Si](C)(C)C#CC(=O)C.C(=O)([O-])[O-].[K+].[K+].[Cl:29][C:30]1[CH:31]=[CH:32][C:33]([C:36]([OH:44])([C:38]#[C:39][Si](C)(C)C)[CH3:37])=[N:34][CH:35]=1.